Dataset: Reaction yield outcomes from USPTO patents with 853,638 reactions. Task: Predict the reaction yield, written as a fraction of the theoretical maximum amount of product (1.0 means a 100% yield; for example, 0.34 means a 34% yield). (1) The reactants are Cl[C:2]1[N:10]=[C:9](Cl)[CH:8]=[CH:7][C:3]=1[C:4]([NH2:6])=[O:5].[O:12]([C:19]1[CH:24]=[CH:23][C:22]([OH:25])=[CH:21][CH:20]=1)[C:13]1[CH:18]=[CH:17][CH:16]=[CH:15][CH:14]=1.[NH:26]1[CH2:31][CH2:30][CH2:29][CH:28]([CH2:32][NH:33][C:34](=[O:40])OC(C)(C)C)[CH2:27]1.[C:41](O)(=O)[CH:42]=C. No catalyst specified. The product is [C:34]([NH:33][CH2:32][CH:28]1[CH2:29][CH2:30][CH2:31][N:26]([C:9]2[CH:8]=[CH:7][C:3]([C:4]([NH2:6])=[O:5])=[C:2]([O:25][C:22]3[CH:21]=[CH:20][C:19]([O:12][C:13]4[CH:18]=[CH:17][CH:16]=[CH:15][CH:14]=4)=[CH:24][CH:23]=3)[N:10]=2)[CH2:27]1)(=[O:40])[CH:41]=[CH2:42]. The yield is 0.580. (2) The reactants are Cl[CH2:2][CH2:3][CH2:4][NH:5][S:6]([NH:9][C:10](=[O:16])[O:11][C:12]([CH3:15])([CH3:14])[CH3:13])(=[O:8])=[O:7].C([O-])([O-])=O.[K+].[K+]. The catalyst is CS(C)=O. The product is [S:6]1(=[O:8])(=[O:7])[NH:5][CH2:4][CH2:3][CH2:2][N:9]1[C:10]([O:11][C:12]([CH3:15])([CH3:14])[CH3:13])=[O:16]. The yield is 0.400. (3) The reactants are Cl[C:2]1[C:8]2[CH:9]=[CH:10][CH:11]=[CH:12][C:7]=2[C:6]2[C:13]([CH3:16])=[N:14][O:15][C:5]=2[C@H:4]([CH2:17][C:18]([O:20][CH3:21])=[O:19])[N:3]=1.[Cl:22][C:23]1[CH:28]=[CH:27][C:26](B(O)O)=[CH:25][CH:24]=1.C(=O)([O-])[O-].[Na+].[Na+]. The catalyst is O.C1C=CC([P]([Pd]([P](C2C=CC=CC=2)(C2C=CC=CC=2)C2C=CC=CC=2)([P](C2C=CC=CC=2)(C2C=CC=CC=2)C2C=CC=CC=2)[P](C2C=CC=CC=2)(C2C=CC=CC=2)C2C=CC=CC=2)(C2C=CC=CC=2)C2C=CC=CC=2)=CC=1. The product is [Cl:22][C:23]1[CH:28]=[CH:27][C:26]([C:2]2[C:8]3[CH:9]=[CH:10][CH:11]=[CH:12][C:7]=3[C:6]3[C:13]([CH3:16])=[N:14][O:15][C:5]=3[C@H:4]([CH2:17][C:18]([O:20][CH3:21])=[O:19])[N:3]=2)=[CH:25][CH:24]=1. The yield is 0.760.